Dataset: Full USPTO retrosynthesis dataset with 1.9M reactions from patents (1976-2016). Task: Predict the reactants needed to synthesize the given product. Given the product [Br:9][C:10]1[CH:11]=[CH:12][C:13]([Cl:18])=[C:14]([CH:15]=1)[CH2:16][O:17][Si:5]([C:2]([CH3:4])([CH3:3])[CH3:1])([CH3:7])[CH3:6], predict the reactants needed to synthesize it. The reactants are: [CH3:1][C:2]([Si:5](Cl)([CH3:7])[CH3:6])([CH3:4])[CH3:3].[Br:9][C:10]1[CH:11]=[CH:12][C:13]([Cl:18])=[C:14]([CH2:16][OH:17])[CH:15]=1.N1C=CN=C1.[NH4+].[Cl-].